Regression. Given two drug SMILES strings and cell line genomic features, predict the synergy score measuring deviation from expected non-interaction effect. From a dataset of NCI-60 drug combinations with 297,098 pairs across 59 cell lines. (1) Drug 1: C1CCC(CC1)NC(=O)N(CCCl)N=O. Drug 2: CC1C(C(CC(O1)OC2CC(CC3=C2C(=C4C(=C3O)C(=O)C5=CC=CC=C5C4=O)O)(C(=O)C)O)N)O. Cell line: UACC-257. Synergy scores: CSS=52.3, Synergy_ZIP=-0.657, Synergy_Bliss=1.59, Synergy_Loewe=-6.57, Synergy_HSA=3.67. (2) Drug 1: CS(=O)(=O)C1=CC(=C(C=C1)C(=O)NC2=CC(=C(C=C2)Cl)C3=CC=CC=N3)Cl. Drug 2: C1=C(C(=O)NC(=O)N1)F. Cell line: UACC-257. Synergy scores: CSS=19.9, Synergy_ZIP=-2.57, Synergy_Bliss=2.53, Synergy_Loewe=-0.226, Synergy_HSA=1.35. (3) Drug 1: C1=CC(=CC=C1C#N)C(C2=CC=C(C=C2)C#N)N3C=NC=N3. Drug 2: CN1C2=C(C=C(C=C2)N(CCCl)CCCl)N=C1CCCC(=O)O.Cl. Cell line: U251. Synergy scores: CSS=12.0, Synergy_ZIP=-3.68, Synergy_Bliss=-4.68, Synergy_Loewe=5.25, Synergy_HSA=-1.28.